Dataset: Full USPTO retrosynthesis dataset with 1.9M reactions from patents (1976-2016). Task: Predict the reactants needed to synthesize the given product. (1) Given the product [CH2:26]([O:25][C:23]([C:22]1[NH:16][C:13]2[C:14]([CH:21]=1)=[CH:15][C:10]([O:9][CH2:8][CH2:7][N:1]1[CH2:6][CH2:5][O:4][CH2:3][CH2:2]1)=[CH:11][CH:12]=2)=[O:24])[CH3:27], predict the reactants needed to synthesize it. The reactants are: [N:1]1([CH2:7][CH2:8][O:9][C:10]2[CH:15]=[CH:14][C:13]([NH2:16])=[CH:12][CH:11]=2)[CH2:6][CH2:5][O:4][CH2:3][CH2:2]1.N([O-])=O.[Na+].[CH3:21][CH:22](C(C)=O)[C:23]([O:25][CH2:26][CH3:27])=[O:24].CC([O-])=O.[Na+].C([O-])([O-])=O.[Na+].[Na+]. (2) Given the product [CH3:1][O:2][C:3]1[C:4]([CH3:31])=[C:5]([C:22]([O:29][CH3:30])=[C:23]([O:27][CH3:28])[C:24]=1[O:25][CH3:26])[CH2:6][C:7]1[CH:8]=[CH:9][C:10]([C:16]2[CH:17]=[N:18][CH:19]=[CH:20][CH:21]=2)=[C:11]([CH:15]=1)[C:12]([N:32]1[CH2:37][CH2:36][O:35][CH2:34][CH2:33]1)=[O:13], predict the reactants needed to synthesize it. The reactants are: [CH3:1][O:2][C:3]1[C:4]([CH3:31])=[C:5]([C:22]([O:29][CH3:30])=[C:23]([O:27][CH3:28])[C:24]=1[O:25][CH3:26])[CH2:6][C:7]1[CH:8]=[CH:9][C:10]([C:16]2[CH:17]=[N:18][CH:19]=[CH:20][CH:21]=2)=[C:11]([CH:15]=1)[C:12](O)=[O:13].[NH:32]1[CH2:37][CH2:36][O:35][CH2:34][CH2:33]1.CCN=C=NCCCN(C)C.Cl. (3) Given the product [S:1]1[CH:5]=[CH:4][CH:3]=[C:2]1[CH:6]([C:10]1[S:11][CH:12]=[CH:13][CH:14]=1)[C:7]([O:9][CH2:16][CH2:15][C:17]1[CH:22]=[CH:21][CH:20]=[CH:19][N:18]=1)=[O:8], predict the reactants needed to synthesize it. The reactants are: [S:1]1[CH:5]=[CH:4][CH:3]=[C:2]1[CH:6]([C:10]1[S:11][CH:12]=[CH:13][CH:14]=1)[C:7]([OH:9])=[O:8].[CH:15]([C:17]1[CH:22]=[CH:21][CH:20]=[CH:19][N:18]=1)=[CH2:16].C1(C)C(S(O)(=O)=O)=CC=CC=1. (4) Given the product [C:1]1([CH2:7][CH2:8][N:9]([CH2:21][C:22]2[CH:23]=[CH:24][C:25]([CH2:28][O:29][C:31]3[CH:36]=[CH:35][C:34]([CH2:37][CH2:38][C:39]([O:41][CH3:42])=[O:40])=[CH:33][CH:32]=3)=[CH:26][CH:27]=2)[C:10]2[S:11][CH:12]=[C:13]([C:15]3[CH:20]=[CH:19][CH:18]=[CH:17][CH:16]=3)[N:14]=2)[CH:6]=[CH:5][CH:4]=[CH:3][CH:2]=1, predict the reactants needed to synthesize it. The reactants are: [C:1]1([CH2:7][CH2:8][N:9]([CH2:21][C:22]2[CH:27]=[CH:26][C:25]([CH2:28][OH:29])=[CH:24][CH:23]=2)[C:10]2[S:11][CH:12]=[C:13]([C:15]3[CH:20]=[CH:19][CH:18]=[CH:17][CH:16]=3)[N:14]=2)[CH:6]=[CH:5][CH:4]=[CH:3][CH:2]=1.O[C:31]1[CH:36]=[CH:35][C:34]([CH2:37][CH2:38][C:39]([O:41][CH3:42])=[O:40])=[CH:33][CH:32]=1.C(P(CCCC)CCCC)CCC.N(C(N1CCCCC1)=O)=NC(N1CCCCC1)=O. (5) Given the product [CH3:1][O:2][C:3](=[O:10])[CH2:4][CH:5]([CH3:9])[C:6]([OH:8])=[O:7], predict the reactants needed to synthesize it. The reactants are: [CH3:1][O:2][C:3](=[O:10])[CH2:4][C:5](=[CH2:9])[C:6]([OH:8])=[O:7]. (6) Given the product [OH:36][CH2:35][C:34]1[N:30]([C:26]2[CH:25]=[C:24]([C:23]3[CH2:22][C:21](=[O:44])[NH:20][C:9]4[CH:10]=[C:11]([CH3:19])[C:12]([N:14]([CH3:18])[CH2:15][CH2:16][CH3:17])=[CH:13][C:8]=4[N:7]=3)[CH:29]=[CH:28][CH:27]=2)[N:31]=[N:32][CH:33]=1, predict the reactants needed to synthesize it. The reactants are: C(OC(=O)[NH:7][C:8]1[CH:13]=[C:12]([N:14]([CH3:18])[CH2:15][CH2:16][CH3:17])[C:11]([CH3:19])=[CH:10][C:9]=1[NH:20][C:21](=[O:44])[CH2:22][C:23](=O)[C:24]1[CH:29]=[CH:28][CH:27]=[C:26]([N:30]2[C:34]([CH2:35][O:36]C3CCCCO3)=[CH:33][N:32]=[N:31]2)[CH:25]=1)(C)(C)C.C(O)(C(F)(F)F)=O.